This data is from Reaction yield outcomes from USPTO patents with 853,638 reactions. The task is: Predict the reaction yield, written as a fraction of the theoretical maximum amount of product (1.0 means a 100% yield; for example, 0.34 means a 34% yield). (1) The reactants are [CH3:1][C:2]1[CH:7]=[CH:6][C:5]([NH:8][C:9](=[O:21])[C:10]2[CH:15]=[CH:14][N:13]=[C:12]([N:16]3[CH2:20][CH2:19][CH2:18][CH2:17]3)[CH:11]=2)=[CH:4][C:3]=1[C:22]1[CH:27]=[CH:26][C:25]([C:28]([OH:30])=O)=[CH:24][CH:23]=1.CN(C(ON1N=NC2C=CC=NC1=2)=[N+](C)C)C.F[P-](F)(F)(F)(F)F.C1C=CC2N(O)N=NC=2C=1.CCN(C(C)C)C(C)C.[CH3:74][N:75]1[CH2:80][CH2:79][NH:78][CH2:77][CH2:76]1. The catalyst is CN(C=O)C. The product is [CH3:1][C:2]1[C:3]([C:22]2[CH:27]=[CH:26][C:25]([C:28]([N:78]3[CH2:79][CH2:80][N:75]([CH3:74])[CH2:76][CH2:77]3)=[O:30])=[CH:24][CH:23]=2)=[CH:4][C:5]([NH:8][C:9](=[O:21])[C:10]2[CH:15]=[CH:14][N:13]=[C:12]([N:16]3[CH2:20][CH2:19][CH2:18][CH2:17]3)[CH:11]=2)=[CH:6][CH:7]=1. The yield is 0.290. (2) The product is [ClH:1].[O:19]1[CH:20]=[CH:21][C:17]([CH2:16][N:13]2[CH:6]=[C:5]([CH2:4][CH2:3][CH2:2][C:7]3[N:8]=[C:9]([NH2:12])[NH:10][CH:11]=3)[N:15]=[N:14]2)=[CH:18]1. The yield is 0.580. The reactants are [ClH:1].[CH2:2]([C:7]1[N:8]=[C:9]([NH2:12])[NH:10][CH:11]=1)[CH2:3][CH2:4][C:5]#[CH:6].[N:13]([CH2:16][C:17]1[CH:21]=[CH:20][O:19][CH:18]=1)=[N+:14]=[N-:15]. No catalyst specified. (3) The reactants are [CH2:1]([O:3][C:4](=[O:12])[CH:5]([CH3:11])[C:6]([O:8]CC)=[O:7])[CH3:2].[H-].[Na+].I[CH2:16][CH2:17][C:18]1[S:19][CH:20]=[C:21]([C:23]#[C:24][CH2:25][CH2:26][CH2:27][C:28]2[CH:33]=[CH:32][CH:31]=[CH:30][CH:29]=2)[CH:22]=1.Cl.[OH-].[K+]. The catalyst is CN(C)C=O.C(O)C.O. The product is [CH2:1]([O:3][C:4](=[O:12])[C:5]([CH2:16][CH2:17][C:18]1[S:19][CH:20]=[C:21]([C:23]#[C:24][CH2:25][CH2:26][CH2:27][C:28]2[CH:33]=[CH:32][CH:31]=[CH:30][CH:29]=2)[CH:22]=1)([CH3:11])[C:6]([OH:8])=[O:7])[CH3:2]. The yield is 0.280. (4) The reactants are Br[C:2]1[C:3]([C:16]2[CH:21]=[CH:20][CH:19]=[CH:18][CH:17]=2)=[N:4][C:5]2[C:10]([N:11]=1)=[CH:9][C:8]([C:12]([O:14]C)=[O:13])=[CH:7][CH:6]=2.[O:22]1[C:26]2[CH:27]=[CH:28][CH:29]=[C:30](B(O)O)[C:25]=2[O:24][CH2:23]1.C1(P(C2CCCCC2)C2CCCCC2)CCCCC1.[O-]P([O-])([O-])=O.[K+].[K+].[K+].Cl. The catalyst is O1CCOCC1.O.C1C=CC(/C=C/C(/C=C/C2C=CC=CC=2)=O)=CC=1.C1C=CC(/C=C/C(/C=C/C2C=CC=CC=2)=O)=CC=1.C1C=CC(/C=C/C(/C=C/C2C=CC=CC=2)=O)=CC=1.[Pd].[Pd]. The product is [O:22]1[C:26]2[CH:27]=[CH:28][C:29]([C:2]3[C:3]([C:16]4[CH:17]=[CH:18][CH:19]=[CH:20][CH:21]=4)=[N:4][C:5]4[C:10]([N:11]=3)=[CH:9][C:8]([C:12]([OH:14])=[O:13])=[CH:7][CH:6]=4)=[CH:30][C:25]=2[O:24][CH2:23]1. The yield is 0.400. (5) The reactants are [CH2:1]([NH2:5])[CH2:2][CH:3]=[CH2:4].C(N(CC)CC)C.[CH3:13][C:14]([O:17][C:18](O[C:18]([O:17][C:14]([CH3:16])([CH3:15])[CH3:13])=[O:19])=[O:19])([CH3:16])[CH3:15]. The catalyst is ClCCl. The product is [C:18]([NH:5][CH2:1][CH2:2][CH:3]=[CH2:4])([O:17][C:14]([CH3:16])([CH3:15])[CH3:13])=[O:19]. The yield is 0.605. (6) The reactants are Br[C:2]1[CH:3]=[C:4]([C:8]2([C:19]3[CH:24]=[CH:23][C:22]([O:25][CH3:26])=[C:21]([Cl:27])[CH:20]=3)[C:16]3[C:11](=[C:12]([F:17])[CH:13]=[CH:14][CH:15]=3)[C:10]([NH2:18])=[N:9]2)[CH:5]=[CH:6][CH:7]=1.[N:28]1[CH:33]=[C:32](B(O)O)[CH:31]=[N:30][CH:29]=1.C(=O)([O-])[O-].[Cs+].[Cs+].CCOC(C)=O. The catalyst is COCCOC.CCO.O.[Cl-].[Na+].O.C1C=CC(P(C2C=CC=CC=2)[C-]2C=CC=C2)=CC=1.C1C=CC(P(C2C=CC=CC=2)[C-]2C=CC=C2)=CC=1.Cl[Pd]Cl.[Fe+2].O. The product is [Cl:27][C:21]1[CH:20]=[C:19]([C:8]2([C:4]3[CH:5]=[CH:6][CH:7]=[C:2]([C:32]4[CH:33]=[N:28][CH:29]=[N:30][CH:31]=4)[CH:3]=3)[C:16]3[C:11](=[C:12]([F:17])[CH:13]=[CH:14][CH:15]=3)[C:10]([NH2:18])=[N:9]2)[CH:24]=[CH:23][C:22]=1[O:25][CH3:26]. The yield is 0.370. (7) The reactants are [C:1]([C:4]1[C:9](=[O:10])[C:8]([O:11][CH3:12])=[CH:7][N:6]([C:13]2[CH:18]=[CH:17][CH:16]=[C:15]([C:19]3[CH:20]=[N:21][N:22]([CH3:24])[CH:23]=3)[C:14]=2[F:25])[N:5]=1)(=O)[CH3:2].[CH3:26]C(O)=O.[C:30]1([NH:36][NH2:37])[CH:35]=[CH:34][CH:33]=[CH:32][CH:31]=1. The catalyst is COC(OC)N(C)C.Cl. The product is [F:25][C:14]1[C:15]([C:19]2[CH:20]=[N:21][N:22]([CH3:24])[CH:23]=2)=[CH:16][CH:17]=[CH:18][C:13]=1[N:6]1[CH:7]=[C:8]([O:11][CH3:12])[C:9](=[O:10])[C:4]([C:1]2[N:36]([C:30]3[CH:35]=[CH:34][CH:33]=[CH:32][CH:31]=3)[N:37]=[CH:26][CH:2]=2)=[N:5]1. The yield is 0.620.